From a dataset of Forward reaction prediction with 1.9M reactions from USPTO patents (1976-2016). Predict the product of the given reaction. (1) Given the reactants [ClH:1].[CH:2]([C:5]1[CH:18]=[C:17]2[C:8]([N:9]3[C:14]([CH2:15][O:16]2)=[N:13][NH:12][C:11](=[O:19])[C@H:10]3[CH3:20])=[CH:7][C:6]=1[C@H:21]([C:23]1([CH3:27])[CH2:26][NH:25][CH2:24]1)[CH3:22])([CH3:4])[CH3:3].[Si]([O:35][CH2:36][CH:37]=O)(C(C)(C)C)(C)C.[BH3-]C#N.[Na+], predict the reaction product. The product is: [ClH:1].[OH:35][CH2:36][CH2:37][N:25]1[CH2:24][C:23]([C@@H:21]([C:6]2[CH:7]=[C:8]3[C:17](=[CH:18][C:5]=2[CH:2]([CH3:3])[CH3:4])[O:16][CH2:15][C:14]2[N:9]3[C@H:10]([CH3:20])[C:11](=[O:19])[NH:12][N:13]=2)[CH3:22])([CH3:27])[CH2:26]1. (2) Given the reactants [C:1]1([CH3:18])[CH:6]=[CH:5][C:4]([N:7]2[C:16]3[C:11](=[CH:12][CH:13]=[CH:14][CH:15]=3)[CH2:10][CH2:9][C:8]2=[O:17])=[CH:3][CH:2]=1.I[CH2:20][CH3:21], predict the reaction product. The product is: [CH2:20]([CH:9]1[CH2:10][C:11]2[C:16](=[CH:15][CH:14]=[CH:13][CH:12]=2)[N:7]([C:4]2[CH:3]=[CH:2][C:1]([CH3:18])=[CH:6][CH:5]=2)[C:8]1=[O:17])[CH3:21]. (3) Given the reactants [Cl:1][C:2]1[CH:7]=[C:6]([O:8][CH3:9])[CH:5]=[CH:4][C:3]=1[CH2:10][C:11]([C:13]1[CH:14]=[CH:15][C:16]2[O:21][CH2:20][C:19](=[O:22])[N:18]([CH3:23])[C:17]=2[CH:24]=1)=[O:12].[H-].[Na+].[CH3:27]I, predict the reaction product. The product is: [Cl:1][C:2]1[CH:7]=[C:6]([O:8][CH3:9])[CH:5]=[CH:4][C:3]=1[CH:10]([CH3:27])[C:11]([C:13]1[CH:14]=[CH:15][C:16]2[O:21][CH2:20][C:19](=[O:22])[N:18]([CH3:23])[C:17]=2[CH:24]=1)=[O:12]. (4) Given the reactants [F:1][C:2]1[CH:39]=[CH:38][C:5]([CH2:6][N:7]([C:16]([C:18]2[C:19]([O:30][CH2:31][C:32]3[CH:37]=[CH:36][CH:35]=[CH:34][CH:33]=3)=[C:20]3[C:25](=[O:26])[N:24]([CH3:27])[CH2:23][CH2:22][N:21]3[C:28]=2Br)=[O:17])[NH:8][C:9]([O:11]C(C)(C)C)=O)=[CH:4][CH:3]=1.Cl.C(=O)(O)[O-].[Na+].C(OC1C(C(N(CC2C=CC(F)=CC=2)N)=O)=C(Br)N2CCN(C)C(=O)C=12)C1C=CC=CC=1.C1(C(N)C2CCCCC2)CCCCC1, predict the reaction product. The product is: [CH2:31]([O:30][C:19]1[C:18]2[C:16](=[O:17])[N:7]([CH2:6][C:5]3[CH:38]=[CH:39][C:2]([F:1])=[CH:3][CH:4]=3)[N:8]=[C:9]([OH:11])[C:28]=2[N:21]2[CH2:22][CH2:23][N:24]([CH3:27])[C:25](=[O:26])[C:20]=12)[C:32]1[CH:33]=[CH:34][CH:35]=[CH:36][CH:37]=1.